This data is from Reaction yield outcomes from USPTO patents with 853,638 reactions. The task is: Predict the reaction yield, written as a fraction of the theoretical maximum amount of product (1.0 means a 100% yield; for example, 0.34 means a 34% yield). (1) The reactants are C([O:8][N:9]1[C:15](=[O:16])[N:14]2[CH2:17][C@H:10]1[CH2:11][CH2:12][C@H:13]2[C:18]([NH:20][O:21][CH2:22][CH:23]1[CH2:28][CH2:27][CH2:26][N:25]([C:29]([O:31][C:32]([CH3:35])([CH3:34])[CH3:33])=[O:30])[CH2:24]1)=[O:19])C1C=CC=CC=1. The catalyst is CO.[Pd]. The product is [OH:8][N:9]1[C:15](=[O:16])[N:14]2[CH2:17][C@H:10]1[CH2:11][CH2:12][C@H:13]2[C:18]([NH:20][O:21][CH2:22][CH:23]1[CH2:28][CH2:27][CH2:26][N:25]([C:29]([O:31][C:32]([CH3:35])([CH3:34])[CH3:33])=[O:30])[CH2:24]1)=[O:19]. The yield is 1.00. (2) The reactants are [F:1][C:2]1[CH:3]=[C:4]([C:27]2[C:28]([C:33]#[N:34])=[CH:29][CH:30]=[CH:31][CH:32]=2)[CH:5]=[CH:6][C:7]=1[CH2:8][C:9]1[C:10](=[O:26])[N:11]([C@H:21]2[CH2:24][C@H:23]([OH:25])[CH2:22]2)[C:12]2[N:13]([N:18]=[CH:19][N:20]=2)[C:14]=1[CH2:15][CH2:16][CH3:17].[N+](=[CH:37][C:38]([O:40][CH2:41][CH3:42])=[O:39])=[N-]. The catalyst is C1(C)C=CC=CC=1.C([O-])(=O)C.[Rh+2].C([O-])(=O)C. The product is [C:33]([C:28]1[CH:29]=[CH:30][CH:31]=[CH:32][C:27]=1[C:4]1[CH:5]=[CH:6][C:7]([CH2:8][C:9]2[C:10](=[O:26])[N:11]([C@H:21]3[CH2:22][C@H:23]([O:25][CH2:37][C:38]([O:40][CH2:41][CH3:42])=[O:39])[CH2:24]3)[C:12]3[N:13]([N:18]=[CH:19][N:20]=3)[C:14]=2[CH2:15][CH2:16][CH3:17])=[C:2]([F:1])[CH:3]=1)#[N:34]. The yield is 0.270. (3) The reactants are [C:1]([O:4][CH2:5][C:6]1[C:11]([CH2:12][C:13]2[C:14](=[O:18])[O:15][CH2:16][CH:17]=2)=[CH:10][CH:9]=[C:8]([C:19]([O:21][C:22]([CH3:25])([CH3:24])[CH3:23])=[O:20])[C:7]=1[CH3:26])(=[O:3])[CH3:2].[H][H]. The catalyst is C(OCC)(=O)C.CO. The product is [C:1]([O:4][CH2:5][C:6]1[C:11]([CH2:12][C@H:13]2[CH2:17][CH2:16][O:15][C:14]2=[O:18])=[CH:10][CH:9]=[C:8]([C:19]([O:21][C:22]([CH3:25])([CH3:24])[CH3:23])=[O:20])[C:7]=1[CH3:26])(=[O:3])[CH3:2]. The yield is 0.690. (4) The reactants are [C:1]([C:5]1[CH:10]=[CH:9][C:8]([NH:11][C:12](=[O:23])[C:13]2[CH:18]=[CH:17][C:16]([C:19]([NH2:22])=[N:20][OH:21])=[CH:15][CH:14]=2)=[CH:7][CH:6]=1)([CH3:4])([CH3:3])[CH3:2].Cl[C:25](OCC)=[O:26].O.Cl. The catalyst is N1C=CC=CC=1. The product is [C:1]([C:5]1[CH:6]=[CH:7][C:8]([NH:11][C:12](=[O:23])[C:13]2[CH:18]=[CH:17][C:16]([CH:19]3[NH:22][C:25](=[O:26])[O:21][NH:20]3)=[CH:15][CH:14]=2)=[CH:9][CH:10]=1)([CH3:4])([CH3:2])[CH3:3]. The yield is 0.770. (5) The reactants are [F:1][C:2]1[CH:3]=[C:4]([CH:11]=[CH:12][C:13]=1[O:14][CH:15]([CH3:17])[CH3:16])[C:5]([O:7]C(C)C)=[O:6].[OH-].[Na+].[Cl-].[NH4+]. The catalyst is CO. The product is [F:1][C:2]1[CH:3]=[C:4]([CH:11]=[CH:12][C:13]=1[O:14][CH:15]([CH3:17])[CH3:16])[C:5]([OH:7])=[O:6]. The yield is 0.990. (6) The reactants are Cl[C:2]1[N:10]=[CH:9][C:8]([F:11])=[CH:7][C:3]=1[C:4]([OH:6])=[O:5].C(=O)([O-])[O-].[K+].[K+].[CH2:18]([C:25]1[CH:26]=[C:27]([CH:29]=[CH:30][CH:31]=1)[NH2:28])[C:19]1[CH:24]=[CH:23][CH:22]=[CH:21][CH:20]=1. The catalyst is [Cu]Br.[Cu].CN1CCCC1=O. The product is [CH2:18]([C:25]1[CH:26]=[C:27]([NH:28][C:2]2[N:10]=[CH:9][C:8]([F:11])=[CH:7][C:3]=2[C:4]([OH:6])=[O:5])[CH:29]=[CH:30][CH:31]=1)[C:19]1[CH:20]=[CH:21][CH:22]=[CH:23][CH:24]=1. The yield is 0.180.